From a dataset of Catalyst prediction with 721,799 reactions and 888 catalyst types from USPTO. Predict which catalyst facilitates the given reaction. (1) Reactant: ClC(Cl)[C:3]([NH:5][C:6]1[CH:11]=[CH:10][C:9]([C:12]#[C:13][Si:14]([CH3:17])([CH3:16])[CH3:15])=[CH:8][C:7]=1[C:18]([C:20]1[CH:25]=[CH:24][C:23]([C:26]2([C:29]([F:32])([F:31])[F:30])[N:28]=[N:27]2)=[CH:22][CH:21]=1)=[O:19])=O.[C-]#[N:35].[K+]. Product: [NH2:35][C:3]1[C:18]([C:20]2[CH:21]=[CH:22][C:23]([C:26]3([C:29]([F:32])([F:31])[F:30])[N:28]=[N:27]3)=[CH:24][CH:25]=2)([OH:19])[C:7]2[C:6](=[CH:11][CH:10]=[C:9]([C:12]#[C:13][Si:14]([CH3:15])([CH3:16])[CH3:17])[CH:8]=2)[N:5]=1. The catalyst class is: 88. (2) Reactant: Br[CH2:2][C:3]([C:5]1[CH:10]=[CH:9][C:8]([CH3:11])=[CH:7][CH:6]=1)=[O:4].[C:12]([OH:18])(=[O:17])[C:13]([CH3:16])([CH3:15])[CH3:14].C(=O)([O-])[O-].[K+].[K+]. Product: [CH3:14][C:13]([CH3:16])([CH3:15])[C:12]([O:18][CH2:2][C:3]([C:5]1[CH:10]=[CH:9][C:8]([CH3:11])=[CH:7][CH:6]=1)=[O:4])=[O:17]. The catalyst class is: 3. (3) Reactant: C([O:8][C:9]1[CH:14]=[CH:13][C:12]([C:15]2[N:19]([C:20]3[CH:25]=[CH:24][C:23]([Cl:26])=[CH:22][C:21]=3[Cl:27])[N:18]=[C:17]([C:28]([O:30][CH2:31][C:32]([Cl:35])([Cl:34])[Cl:33])=[O:29])[C:16]=2[CH3:36])=[CH:11][CH:10]=1)C1C=CC=CC=1.C(O)C. Product: [Cl:27][C:21]1[CH:22]=[C:23]([Cl:26])[CH:24]=[CH:25][C:20]=1[N:19]1[C:15]([C:12]2[CH:11]=[CH:10][C:9]([OH:8])=[CH:14][CH:13]=2)=[C:16]([CH3:36])[C:17]([C:28]([O:30][CH2:31][C:32]([Cl:34])([Cl:35])[Cl:33])=[O:29])=[N:18]1. The catalyst class is: 570. (4) Reactant: C(N(CC)CC)C.[C:8](Cl)(=[O:10])[CH3:9].[CH3:12][O:13][C:14]1[CH:15]=[C:16]2[C:21](=[CH:22][C:23]=1[O:24][CH3:25])[N:20]=[CH:19][CH:18]=[C:17]2[O:26][C:27]1[CH:32]=[CH:31][C:30]([N:33]2[CH:38]=[CH:37][C:36]([CH:39]([OH:46])[C:40]3[CH:45]=[CH:44][CH:43]=[CH:42][CH:41]=3)=[CH:35][C:34]2=[O:47])=[CH:29][C:28]=1[F:48].O. Product: [C:8]([O:46][CH:39]([C:36]1[CH:37]=[CH:38][N:33]([C:30]2[CH:31]=[CH:32][C:27]([O:26][C:17]3[C:16]4[C:21](=[CH:22][C:23]([O:24][CH3:25])=[C:14]([O:13][CH3:12])[CH:15]=4)[N:20]=[CH:19][CH:18]=3)=[C:28]([F:48])[CH:29]=2)[C:34](=[O:47])[CH:35]=1)[C:40]1[CH:45]=[CH:44][CH:43]=[CH:42][CH:41]=1)(=[O:10])[CH3:9]. The catalyst class is: 124. (5) Reactant: [CH3:1][C:2]([C:8]1[CH:9]=[C:10]2[C:15](=[C:16]([C:18]3[CH:19]=[C:20]([CH:25]=[CH:26][CH:27]=3)[C:21]([O:23]C)=[O:22])[CH:17]=1)[N:14]=[CH:13][CH:12]=[CH:11]2)([S:4]([CH3:7])(=[O:6])=[O:5])[CH3:3].[Li+].[OH-].CC(O)=O. Product: [CH3:3][C:2]([C:8]1[CH:9]=[C:10]2[C:15](=[C:16]([C:18]3[CH:19]=[C:20]([CH:25]=[CH:26][CH:27]=3)[C:21]([OH:23])=[O:22])[CH:17]=1)[N:14]=[CH:13][CH:12]=[CH:11]2)([S:4]([CH3:7])(=[O:5])=[O:6])[CH3:1]. The catalyst class is: 6. (6) Reactant: [Br:1][C:2]1[CH:7]=[CH:6][C:5]([C:8]2[N:17]=[C:16](Cl)[C:15]3[C:10](=[CH:11][C:12]([Cl:19])=[CH:13][CH:14]=3)[N:9]=2)=[CH:4][CH:3]=1.[NH2:20][C:21]1[CH:26]=[CH:25][CH:24]=[CH:23][CH:22]=1. Product: [Br:1][C:2]1[CH:7]=[CH:6][C:5]([C:8]2[N:17]=[C:16]([NH:20][C:21]3[CH:26]=[CH:25][CH:24]=[CH:23][CH:22]=3)[C:15]3[C:10](=[CH:11][C:12]([Cl:19])=[CH:13][CH:14]=3)[N:9]=2)=[CH:4][CH:3]=1. The catalyst class is: 1.